From a dataset of Full USPTO retrosynthesis dataset with 1.9M reactions from patents (1976-2016). Predict the reactants needed to synthesize the given product. (1) Given the product [S:1]1[CH:5]=[CH:4][CH:3]=[C:2]1[C:6]1[N:7]=[C:8]([C:11]2([CH2:17][NH:18][C:29](=[O:30])[C:28]3[CH:32]=[CH:33][CH:34]=[C:26]([C:23]4[N:22]=[C:21]([C:20]([F:36])([F:35])[F:19])[O:25][N:24]=4)[CH:27]=3)[CH2:12][CH2:13][O:14][CH2:15][CH2:16]2)[S:9][CH:10]=1, predict the reactants needed to synthesize it. The reactants are: [S:1]1[CH:5]=[CH:4][CH:3]=[C:2]1[C:6]1[N:7]=[C:8]([C:11]2([CH2:17][NH2:18])[CH2:16][CH2:15][O:14][CH2:13][CH2:12]2)[S:9][CH:10]=1.[F:19][C:20]([F:36])([F:35])[C:21]1[O:25][N:24]=[C:23]([C:26]2[CH:27]=[C:28]([CH:32]=[CH:33][CH:34]=2)[C:29](O)=[O:30])[N:22]=1. (2) Given the product [Br:1][C:2]1[CH:10]=[C:9]([CH3:11])[C:5]2[N:6]([CH:25]3[CH2:26][CH2:27][CH2:28][CH2:29][O:24]3)[CH:7]=[N:8][C:4]=2[CH:3]=1, predict the reactants needed to synthesize it. The reactants are: [Br:1][C:2]1[CH:10]=[C:9]([CH3:11])[C:5]2[NH:6][CH:7]=[N:8][C:4]=2[CH:3]=1.CC1C=CC(S(O)(=O)=O)=CC=1.O.[O:24]1[CH:29]=[CH:28][CH2:27][CH2:26][CH2:25]1. (3) Given the product [NH2:67][C@@H:68]([CH2:75][C:76]([O:78][C:79]1[C:84]([CH3:85])=[CH:83][CH:82]=[CH:81][C:80]=1[S:86][S:87][CH2:88][CH3:89])=[O:77])[C:69]([O:40][C@H:39]1[C@@H:38]([OH:41])[C@H:37]([N:42]2[CH:50]=[N:49][C:48]3[C:43]2=[N:44][CH:45]=[N:46][C:47]=3[NH2:51])[O:36][C@@H:35]1[CH2:34][O:33][P:30]([O:29][C@H:28]1[CH2:27][C@H:26]([N:52]2[CH:57]=[CH:56][C:55]([NH2:58])=[N:54][C:53]2=[O:59])[O:25][C@@H:24]1[CH2:23][O:22][P:18]([OH:21])([OH:20])=[O:19])([OH:32])=[O:31])=[O:70], predict the reactants needed to synthesize it. The reactants are: C([N+](CCCC)(CCCC)CCCC)CCC.[P:18]([O:22][CH2:23][C@@H:24]1[C@@H:28]([O:29][P:30]([O:33][CH2:34][C@@H:35]2[C@@H:39]([OH:40])[C@@H:38]([OH:41])[C@H:37]([N:42]3[CH:50]=[N:49][C:48]4[C:43]3=[N:44][CH:45]=[N:46][C:47]=4[NH2:51])[O:36]2)([OH:32])=[O:31])[CH2:27][C@H:26]([N:52]2[CH:57]=[CH:56][C:55]([NH2:58])=[N:54][C:53]2=[O:59])[O:25]1)([OH:21])([OH:20])=[O:19].C(OC([NH:67][C@@H:68]([CH2:75][C:76]([O:78][C:79]1[C:84]([CH3:85])=[CH:83][CH:82]=[CH:81][C:80]=1[S:86][S:87][CH2:88][CH3:89])=[O:77])[C:69](OCC#N)=[O:70])=O)(C)(C)C.C[N+](C)(C)CCCCCCCCCCCCCCCC. (4) Given the product [F:9][C:8]([F:11])([F:10])[C:6]1[N:5]=[C:4]([O:12][CH:13]2[CH2:18][CH2:17][N:16]([C:19]([O:21][C:22]([CH3:25])([CH3:24])[CH3:23])=[O:20])[CH2:15][CH2:14]2)[CH:3]=[C:2]([CH:26]=[CH2:27])[N:7]=1, predict the reactants needed to synthesize it. The reactants are: Cl[C:2]1[N:7]=[C:6]([C:8]([F:11])([F:10])[F:9])[N:5]=[C:4]([O:12][CH:13]2[CH2:18][CH2:17][N:16]([C:19]([O:21][C:22]([CH3:25])([CH3:24])[CH3:23])=[O:20])[CH2:15][CH2:14]2)[CH:3]=1.[C:26](OCC)(=O)[CH3:27]. (5) Given the product [F:19][C:20]1[CH:25]=[C:24]([C:2]2[C:3]3[C:4]4[CH:18]=[CH:17][S:16][C:5]=4[C:6](=[O:15])[NH:7][C:8]=3[C:9]([CH3:14])=[CH:10][C:11]=2[O:12][CH3:13])[CH:23]=[CH:22][C:21]=1[CH:35]([CH:45]([CH3:47])[CH3:46])[CH2:36][NH:37][C:38](=[O:44])[O:39][C:40]([CH3:41])([CH3:42])[CH3:43], predict the reactants needed to synthesize it. The reactants are: Br[C:2]1[C:3]2[C:4]3[CH:18]=[CH:17][S:16][C:5]=3[C:6](=[O:15])[NH:7][C:8]=2[C:9]([CH3:14])=[CH:10][C:11]=1[O:12][CH3:13].[F:19][C:20]1[CH:25]=[C:24](B2OC(C)(C)C(C)(C)O2)[CH:23]=[CH:22][C:21]=1[CH:35]([CH:45]([CH3:47])[CH3:46])[CH2:36][NH:37][C:38](=[O:44])[O:39][C:40]([CH3:43])([CH3:42])[CH3:41].